This data is from Catalyst prediction with 721,799 reactions and 888 catalyst types from USPTO. The task is: Predict which catalyst facilitates the given reaction. (1) Reactant: [C:1]([CH2:3][C:4]1[C:5]([CH2:11][C:12]#[N:13])=[C:6]([CH3:10])[S:7][C:8]=1[CH3:9])#[N:2].Cl.N[C:16]1[C:21]([F:22])=[C:20]([F:23])[CH:19]=[C:18]([F:24])[C:17]=1[SH:25]. Product: [CH3:9][C:8]1[S:7][C:6]([CH3:10])=[C:5]([CH2:11][C:12]2[S:25][C:17]3[C:18]([F:24])=[CH:19][C:20]([F:23])=[C:21]([F:22])[C:16]=3[N:13]=2)[C:4]=1[CH2:3][C:1]#[N:2]. The catalyst class is: 14. (2) Reactant: C(OC([N:8]1[CH2:13][CH2:12][N:11]([C:14]2[CH:19]=[CH:18][C:17]([Cl:20])=[CH:16][C:15]=2[C:21]#[N:22])[CH2:10][CH2:9]1)=O)(C)(C)C.FC(F)(F)C(O)=O. Product: [Cl:20][C:17]1[CH:18]=[CH:19][C:14]([N:11]2[CH2:10][CH2:9][NH:8][CH2:13][CH2:12]2)=[C:15]([CH:16]=1)[C:21]#[N:22]. The catalyst class is: 4. (3) Product: [Br:1][C:2]1[C:11]([Br:12])=[C:10]([I:13])[C:9]2[N:14]=[C:15]([NH:27][CH2:26][CH2:25][NH:24][C:17](=[O:18])[O:19][C:20]([CH3:22])([CH3:21])[CH3:23])[N:7]3[C:8]=2[C:3]=1[CH2:4][CH2:5][CH2:6]3. The catalyst class is: 8. Reactant: [Br:1][C:2]1[C:11]([Br:12])=[C:10]([I:13])[C:9]2[N:14]=[C:15](Cl)[N:7]3[C:8]=2[C:3]=1[CH2:4][CH2:5][CH2:6]3.[C:17]([NH:24][CH2:25][CH2:26][NH2:27])([O:19][C:20]([CH3:23])([CH3:22])[CH3:21])=[O:18]. (4) Reactant: C(OC([N:8]1[CH2:12][CH:11]([C:13]2[CH:18]=[CH:17][CH:16]=[CH:15][CH:14]=2)[CH2:10][CH2:9]1)=O)(C)(C)C.C(O)(C(F)(F)F)=O.[OH-].[Na+]. Product: [C:13]1([CH:11]2[CH2:12][NH:8][CH2:9][CH2:10]2)[CH:18]=[CH:17][CH:16]=[CH:15][CH:14]=1. The catalyst class is: 2. (5) Reactant: [C:1]([O:5][C:6]([N:8]1[CH2:13][CH2:12][N:11]([CH2:14][CH2:15][CH2:16][NH2:17])[CH2:10][CH2:9]1)=[O:7])([CH3:4])([CH3:3])[CH3:2].[CH:18]1([NH:21][C:22]([C:24]2[C:32]3[CH:31]=[C:30]([C:33]4[C:38]([F:39])=[CH:37][N:36]=[C:35](Cl)[N:34]=4)[S:29][C:28]=3[CH:27]=[CH:26][CH:25]=2)=[O:23])[CH2:20][CH2:19]1.C(N(C(C)C)CC)(C)C. Product: [C:1]([O:5][C:6]([N:8]1[CH2:9][CH2:10][N:11]([CH2:14][CH2:15][CH2:16][NH:17][C:35]2[N:34]=[C:33]([C:30]3[S:29][C:28]4[CH:27]=[CH:26][CH:25]=[C:24]([C:22](=[O:23])[NH:21][CH:18]5[CH2:19][CH2:20]5)[C:32]=4[CH:31]=3)[C:38]([F:39])=[CH:37][N:36]=2)[CH2:12][CH2:13]1)=[O:7])([CH3:4])([CH3:3])[CH3:2]. The catalyst class is: 12.